This data is from Full USPTO retrosynthesis dataset with 1.9M reactions from patents (1976-2016). The task is: Predict the reactants needed to synthesize the given product. (1) Given the product [CH3:9][C:10]1[NH:11][C:12]([N+:15]([O-:17])=[O:16])=[CH:13][N:14]=1.[F:30][C:31]([F:38])([C:34]([F:37])([F:36])[F:35])[CH2:32][NH:33][C:5](=[O:4])[CH3:6], predict the reactants needed to synthesize it. The reactants are: ClC([O:4][CH2:5][CH:6](C)C)=O.[CH3:9][C:10]1[N:11](CC(O)=O)[C:12]([N+:15]([O-:17])=[O:16])=[CH:13][N:14]=1.CN1CCOCC1.Cl.[F:30][C:31]([F:38])([C:34]([F:37])([F:36])[F:35])[CH2:32][NH2:33]. (2) Given the product [Cl:1][C:2]1[CH:3]=[CH:4][C:5]2[N:6]([C:8]([C:18]3[CH:23]=[CH:22][N:21]=[C:20]([NH:31][CH:25]4[CH2:30][CH2:29][CH2:28][CH2:27][CH2:26]4)[CH:19]=3)=[C:9]([C:11]3[CH:16]=[CH:15][CH:14]=[C:13]([CH3:17])[CH:12]=3)[N:10]=2)[N:7]=1, predict the reactants needed to synthesize it. The reactants are: [Cl:1][C:2]1[CH:3]=[CH:4][C:5]2[N:6]([C:8]([C:18]3[CH:23]=[CH:22][N:21]=[C:20](F)[CH:19]=3)=[C:9]([C:11]3[CH:16]=[CH:15][CH:14]=[C:13]([CH3:17])[CH:12]=3)[N:10]=2)[N:7]=1.[CH:25]1([NH2:31])[CH2:30][CH2:29][CH2:28][CH2:27][CH2:26]1.C(=O)([O-])O.[Na+]. (3) The reactants are: [NH2:1][C:2]1[S:3][CH:4]=[CH:5][N:6]=1.C([O:9][C:10](=O)[C:11]([F:14])([F:13])[F:12])C.Cl. Given the product [F:12][C:11]([F:14])([F:13])[C:10]([NH:1][C:2]1[S:3][CH:4]=[CH:5][N:6]=1)=[O:9], predict the reactants needed to synthesize it. (4) Given the product [O:6]=[C:5]([C:7]1[CH:12]=[CH:11][C:10]([O:13][C:14]2[CH:19]=[CH:18][CH:17]=[CH:16][CH:15]=2)=[CH:9][CH:8]=1)[CH2:4][CH2:3][CH2:2][N:20]1[CH2:25][CH2:24][CH:23]([C:26]2[CH:27]=[C:28]([NH:32][C:33]([CH:35]3[CH2:36][CH2:37]3)=[O:34])[CH:29]=[CH:30][CH:31]=2)[CH2:22][CH2:21]1, predict the reactants needed to synthesize it. The reactants are: Cl[CH2:2][CH2:3][CH2:4][C:5]([C:7]1[CH:12]=[CH:11][C:10]([O:13][C:14]2[CH:19]=[CH:18][CH:17]=[CH:16][CH:15]=2)=[CH:9][CH:8]=1)=[O:6].[NH:20]1[CH2:25][CH2:24][CH:23]([C:26]2[CH:27]=[C:28]([NH:32][C:33]([CH:35]3[CH2:37][CH2:36]3)=[O:34])[CH:29]=[CH:30][CH:31]=2)[CH2:22][CH2:21]1. (5) The reactants are: [NH2:1][C:2]1[CH:7]=[C:6]([O:8][C:9]([F:12])([F:11])[F:10])[CH:5]=[CH:4][C:3]=1[OH:13].C1N=CN([C:19](N2C=NC=C2)=[O:20])C=1. Given the product [F:12][C:9]([F:10])([F:11])[O:8][C:6]1[CH:5]=[CH:4][C:3]2[O:13][C:19](=[O:20])[NH:1][C:2]=2[CH:7]=1, predict the reactants needed to synthesize it.